From a dataset of Catalyst prediction with 721,799 reactions and 888 catalyst types from USPTO. Predict which catalyst facilitates the given reaction. (1) The catalyst class is: 7. Reactant: [Br:1][C:2]1[CH:7]=[CH:6][C:5]([N:8]=[C:9]=[S:10])=[CH:4][CH:3]=1.[NH3:11]. Product: [Br:1][C:2]1[CH:7]=[CH:6][C:5]([NH:8][C:9]([NH2:11])=[S:10])=[CH:4][CH:3]=1. (2) Reactant: [CH3:1][O:2][C:3]1[CH:8]=[CH:7][C:6]([CH:9]([NH:81]C(=O)OCC)[C:10]2[CH:15]=[CH:14][C:13]([O:16][CH2:17][CH:18]3[CH2:23][CH:22]([O:24][CH2:25][CH2:26][CH2:27][CH2:28][CH2:29][CH2:30][CH2:31][CH2:32][CH2:33][CH2:34][CH2:35][CH2:36][CH2:37][CH2:38][CH2:39][CH2:40][CH2:41][CH3:42])[CH:21]([O:43][CH2:44][CH2:45][CH2:46][CH2:47][CH2:48][CH2:49][CH2:50][CH2:51][CH2:52][CH2:53][CH2:54][CH2:55][CH2:56][CH2:57][CH2:58][CH2:59][CH2:60][CH3:61])[CH:20]([O:62][CH2:63][CH2:64][CH2:65][CH2:66][CH2:67][CH2:68][CH2:69][CH2:70][CH2:71][CH2:72][CH2:73][CH2:74][CH2:75][CH2:76][CH2:77][CH2:78][CH2:79][CH3:80])[CH2:19]3)=[CH:12][CH:11]=2)=[CH:5][CH:4]=1.C(O)C.[OH-].[Na+]. Product: [CH3:1][O:2][C:3]1[CH:8]=[CH:7][C:6]([CH:9]([NH2:81])[C:10]2[CH:11]=[CH:12][C:13]([O:16][CH2:17][CH:18]3[CH2:19][CH:20]([O:62][CH2:63][CH2:64][CH2:65][CH2:66][CH2:67][CH2:68][CH2:69][CH2:70][CH2:71][CH2:72][CH2:73][CH2:74][CH2:75][CH2:76][CH2:77][CH2:78][CH2:79][CH3:80])[CH:21]([O:43][CH2:44][CH2:45][CH2:46][CH2:47][CH2:48][CH2:49][CH2:50][CH2:51][CH2:52][CH2:53][CH2:54][CH2:55][CH2:56][CH2:57][CH2:58][CH2:59][CH2:60][CH3:61])[CH:22]([O:24][CH2:25][CH2:26][CH2:27][CH2:28][CH2:29][CH2:30][CH2:31][CH2:32][CH2:33][CH2:34][CH2:35][CH2:36][CH2:37][CH2:38][CH2:39][CH2:40][CH2:41][CH3:42])[CH2:23]3)=[CH:14][CH:15]=2)=[CH:5][CH:4]=1. The catalyst class is: 11. (3) Reactant: [C:1](Cl)(=[O:10])[CH2:2][CH2:3][C:4]1[CH:9]=[CH:8][CH:7]=[CH:6][CH:5]=1.C(N(CC)CC)C.[NH2:19][C:20]1[CH:33]=[CH:32][C:23]([CH2:24][N:25]2[C:29](=[O:30])[CH2:28][S:27][C:26]2=[O:31])=[CH:22][CH:21]=1.Cl. Product: [C:4]1([CH2:3][CH2:2][C:1]([NH:19][C:20]2[CH:33]=[CH:32][C:23]([CH2:24][N:25]3[C:29](=[O:30])[CH2:28][S:27][C:26]3=[O:31])=[CH:22][CH:21]=2)=[O:10])[CH:9]=[CH:8][CH:7]=[CH:6][CH:5]=1. The catalyst class is: 7. (4) Reactant: [NH2:1][C:2]1[CH:11]=[C:10]([C:12]([O-:14])=O)[CH:9]=[CH:8][C:3]=1[C:4]([O:6][CH3:7])=[O:5].C1C=C2[N:21]=NN([O-])C2=CC=1.[NH4+].Cl.C(N=C=NCCCN(C)C)C. Product: [NH2:1][C:2]1[CH:11]=[C:10]([C:12]([NH2:21])=[O:14])[CH:9]=[CH:8][C:3]=1[C:4]([O:6][CH3:7])=[O:5]. The catalyst class is: 9. (5) Reactant: F[C:2]1[CH:9]=[CH:8][C:5]([C:6]#[N:7])=[CH:4][CH:3]=1.[CH3:10][O:11][CH2:12][CH2:13][CH2:14][CH2:15][CH2:16][O:17][CH:18]1[CH2:23][CH2:22][NH:21][CH2:20][CH2:19]1.C(=O)([O-])[O-].[K+].[K+].O. Product: [CH3:10][O:11][CH2:12][CH2:13][CH2:14][CH2:15][CH2:16][O:17][CH:18]1[CH2:19][CH2:20][N:21]([C:2]2[CH:9]=[CH:8][C:5]([C:6]#[N:7])=[CH:4][CH:3]=2)[CH2:22][CH2:23]1. The catalyst class is: 3. (6) Reactant: O[Li].O.C[O:5][C:6](=[O:24])[CH:7]([CH3:23])[C:8]([NH:10][C:11]1[CH:16]=[CH:15][C:14]([C:17]2[CH:22]=[CH:21][CH:20]=[CH:19][CH:18]=2)=[CH:13][CH:12]=1)=[O:9].C1COCC1.O. Product: [C:14]1([C:17]2[CH:18]=[CH:19][CH:20]=[CH:21][CH:22]=2)[CH:15]=[CH:16][C:11]([NH:10][C:8](=[O:9])[CH:7]([CH3:23])[C:6]([OH:24])=[O:5])=[CH:12][CH:13]=1. The catalyst class is: 5. (7) Reactant: [H-].[Na+].C1COCC1.[Cl:8][C:9]1[CH:10]=[C:11]([OH:16])[CH:12]=[C:13]([Cl:15])[CH:14]=1.[Cl:17][C:18]1[CH:23]=[CH:22][C:21](Cl)=[N+:20]([O-:25])[C:19]=1[C:26]([O:28][CH3:29])=[O:27]. Product: [Cl:17][C:18]1[CH:23]=[CH:22][C:21]([O:16][C:11]2[CH:10]=[C:9]([Cl:8])[CH:14]=[C:13]([Cl:15])[CH:12]=2)=[N+:20]([O-:25])[C:19]=1[C:26]([O:28][CH3:29])=[O:27]. The catalyst class is: 84.